Predict which catalyst facilitates the given reaction. From a dataset of Catalyst prediction with 721,799 reactions and 888 catalyst types from USPTO. Reactant: [H-].[Na+].[Br:3][C:4]1[CH:12]=[C:11]([F:13])[CH:10]=[C:9]2[C:5]=1[CH:6]=[CH:7][NH:8]2.[N+:14]([C:17]1[CH:22]=[CH:21][C:20]([S:23](Cl)(=[O:25])=[O:24])=[CH:19][CH:18]=1)([O-:16])=[O:15].O. Product: [Br:3][C:4]1[CH:12]=[C:11]([F:13])[CH:10]=[C:9]2[C:5]=1[CH:6]=[CH:7][N:8]2[S:23]([C:20]1[CH:19]=[CH:18][C:17]([N+:14]([O-:16])=[O:15])=[CH:22][CH:21]=1)(=[O:24])=[O:25]. The catalyst class is: 3.